This data is from Reaction yield outcomes from USPTO patents with 853,638 reactions. The task is: Predict the reaction yield, written as a fraction of the theoretical maximum amount of product (1.0 means a 100% yield; for example, 0.34 means a 34% yield). (1) The reactants are [C:1]([NH:4][C:5]1[CH:6]=[CH:7][C:8]2[O:12][CH2:11][CH2:10][C:9]=2[CH:13]=1)(=[O:3])[CH3:2].[N+:14]([O-])([OH:16])=[O:15]. The catalyst is CC(O)=O. The product is [C:1]([NH:4][C:5]1[C:6]([N+:14]([O-:16])=[O:15])=[CH:7][C:8]2[O:12][CH2:11][CH2:10][C:9]=2[CH:13]=1)(=[O:3])[CH3:2]. The yield is 0.933. (2) The reactants are [CH3:1][O:2][C:3]([C:5]1[C:13]2[C:8](=[N:9][CH:10]=[C:11]([F:14])[CH:12]=2)[N:7]([S:15]([C:18]2[CH:23]=[CH:22][CH:21]=[CH:20][CH:19]=2)(=[O:17])=[O:16])[C:6]=1[CH3:24])=[O:4].[Br:25]N1C(C)(C)C(=O)N(Br)C1=O. The catalyst is ClCCCl. The product is [CH3:1][O:2][C:3]([C:5]1[C:13]2[C:8](=[N:9][CH:10]=[C:11]([F:14])[CH:12]=2)[N:7]([S:15]([C:18]2[CH:23]=[CH:22][CH:21]=[CH:20][CH:19]=2)(=[O:17])=[O:16])[C:6]=1[CH2:24][Br:25])=[O:4]. The yield is 0.930. (3) The reactants are [NH2:1][C:2]1[C:11]2[C:6](=[C:7](Br)[CH:8]=[CH:9][CH:10]=2)[N:5]=[N:4][C:3]=1[C:13]([NH:15][CH2:16][CH2:17][CH3:18])=[O:14].[N:19]1[C:28]2[C:23](=[CH:24][CH:25]=[CH:26][CH:27]=2)[CH:22]=[C:21](B(O)O)[CH:20]=1. No catalyst specified. The yield is 0.805. The product is [NH2:1][C:2]1[C:11]2[C:6](=[C:7]([C:21]3[CH:20]=[N:19][C:28]4[C:23]([CH:22]=3)=[CH:24][CH:25]=[CH:26][CH:27]=4)[CH:8]=[CH:9][CH:10]=2)[N:5]=[N:4][C:3]=1[C:13]([NH:15][CH2:16][CH2:17][CH3:18])=[O:14]. (4) The reactants are Br[C:2]1[CH:3]=[C:4]2[C:8](=[C:9]([C:11]([NH2:13])=[O:12])[CH:10]=1)[NH:7][CH:6]=[C:5]2[CH:14]1[CH2:19][CH2:18][N:17]([S:20]([CH2:23][CH3:24])(=[O:22])=[O:21])[CH2:16][CH2:15]1.C(=O)([O-])[O-].[Na+].[Na+].CC1(C)C(C)(C)OB([C:39]2[CH:40]=[C:41]3[O:45][CH2:44][CH2:43][C:42]3=[C:46]([CH:48]=[O:49])[CH:47]=2)O1. The catalyst is O1CCOCC1.O.C1C=CC([P]([Pd]([P](C2C=CC=CC=2)(C2C=CC=CC=2)C2C=CC=CC=2)([P](C2C=CC=CC=2)(C2C=CC=CC=2)C2C=CC=CC=2)[P](C2C=CC=CC=2)(C2C=CC=CC=2)C2C=CC=CC=2)(C2C=CC=CC=2)C2C=CC=CC=2)=CC=1. The product is [CH2:23]([S:20]([N:17]1[CH2:18][CH2:19][CH:14]([C:5]2[C:4]3[C:8](=[C:9]([C:11]([NH2:13])=[O:12])[CH:10]=[C:2]([C:39]4[CH:47]=[C:46]([CH:48]=[O:49])[C:42]5[CH2:43][CH2:44][O:45][C:41]=5[CH:40]=4)[CH:3]=3)[NH:7][CH:6]=2)[CH2:15][CH2:16]1)(=[O:22])=[O:21])[CH3:24]. The yield is 0.910. (5) The reactants are C(OC(=O)[NH:7][C:8]1[CH:13]=[CH:12][C:11]([Cl:14])=[CH:10][C:9]=1[CH:15](O)[CH3:16])(C)(C)C.O.Cl.[S-:21][C:22]#[N:23].[K+]. The catalyst is C(O)C. The product is [Cl:14][C:11]1[CH:10]=[C:9]2[C:8](=[CH:13][CH:12]=1)[NH:7][C:22](=[S:21])[NH:23][CH:15]2[CH3:16]. The yield is 0.840. (6) The reactants are Cl[C:2]1[C:11]2[C:6](=[CH:7][C:8]([C:12]3[C:13]([CH3:18])=[N:14][O:15][C:16]=3[CH3:17])=[CH:9][CH:10]=2)[N:5]=[CH:4][C:3]=1[C:19]([NH2:21])=[O:20].[NH2:22][C:23]1[CH:24]=[C:25]([CH:29]=[C:30]([N+:32]([O-:34])=[O:33])[CH:31]=1)[C:26]([OH:28])=[O:27]. The catalyst is C(O)(=O)C. The product is [NH2:21][C:19]([C:3]1[CH:4]=[N:5][C:6]2[C:11]([C:2]=1[NH:22][C:23]1[CH:24]=[C:25]([CH:29]=[C:30]([N+:32]([O-:34])=[O:33])[CH:31]=1)[C:26]([OH:28])=[O:27])=[CH:10][CH:9]=[C:8]([C:12]1[C:13]([CH3:18])=[N:14][O:15][C:16]=1[CH3:17])[CH:7]=2)=[O:20]. The yield is 0.708. (7) The reactants are [CH3:1][O:2][C:3]1[CH:4]=[C:5]2[C:10](=[CH:11][C:12]=1[O:13][CH3:14])[N:9]=[CH:8][N:7]=[C:6]2[O:15][C:16]1[CH:22]=[CH:21][C:19]([NH2:20])=[CH:18][CH:17]=1.C(N(CC)CC)C.[C:30](Cl)(Cl)=[S:31].[CH:34]([N:37]([CH:41]([CH3:43])[CH3:42])[CH2:38][CH2:39][NH2:40])([CH3:36])[CH3:35]. The catalyst is CN(C)C=O.C(OCC)(=O)C. The product is [CH3:1][O:2][C:3]1[CH:4]=[C:5]2[C:10](=[CH:11][C:12]=1[O:13][CH3:14])[N:9]=[CH:8][N:7]=[C:6]2[O:15][C:16]1[CH:22]=[CH:21][C:19]([NH:20][C:30]([NH:40][CH2:39][CH2:38][N:37]([CH:41]([CH3:43])[CH3:42])[CH:34]([CH3:36])[CH3:35])=[S:31])=[CH:18][CH:17]=1. The yield is 0.580. (8) The reactants are [C:1]([NH:4][CH2:5][C:6]1[CH:7]=[C:8]2[C:12](=[CH:13][CH:14]=1)[N:11]([C:15]1[CH:20]=[CH:19][CH:18]=[C:17]([C:21]#[C:22][C@:23]3([OH:30])[CH2:27][CH2:26][N:25]([CH3:28])[C:24]3=[O:29])[CH:16]=1)[N:10]=[C:9]2[C:31]([O:33]C)=O)(=[O:3])[CH3:2].[NH3:35]. The catalyst is CO. The product is [C:1]([NH:4][CH2:5][C:6]1[CH:7]=[C:8]2[C:12](=[CH:13][CH:14]=1)[N:11]([C:15]1[CH:20]=[CH:19][CH:18]=[C:17]([C:21]#[C:22][C@:23]3([OH:30])[CH2:27][CH2:26][N:25]([CH3:28])[C:24]3=[O:29])[CH:16]=1)[N:10]=[C:9]2[C:31]([NH2:35])=[O:33])(=[O:3])[CH3:2]. The yield is 0.270. (9) The reactants are C[O:2][C:3]([C:5]1[S:9][C:8]2[CH:10]=[C:11]([Br:15])[CH:12]=[C:13]([F:14])[C:7]=2[CH:6]=1)=[O:4].[Li+].[OH-].O. The catalyst is C1COCC1. The product is [Br:15][C:11]1[CH:12]=[C:13]([F:14])[C:7]2[CH:6]=[C:5]([C:3]([OH:4])=[O:2])[S:9][C:8]=2[CH:10]=1. The yield is 0.830.